Dataset: Peptide-MHC class II binding affinity with 134,281 pairs from IEDB. Task: Regression. Given a peptide amino acid sequence and an MHC pseudo amino acid sequence, predict their binding affinity value. This is MHC class II binding data. (1) The peptide sequence is FEERDAVLLGGSSDNEFVKL. The MHC is DRB1_1502 with pseudo-sequence DRB1_1502. The binding affinity (normalized) is 0. (2) The MHC is DRB5_0101 with pseudo-sequence DRB5_0101. The peptide sequence is GELQIVDKIDAAFFI. The binding affinity (normalized) is 0.429. (3) The peptide sequence is LLAAADELVGGPPVE. The MHC is DRB1_0802 with pseudo-sequence DRB1_0802. The binding affinity (normalized) is 0.303. (4) The peptide sequence is SQVHIRRPGGAGRDG. The MHC is HLA-DPA10201-DPB11401 with pseudo-sequence HLA-DPA10201-DPB11401. The binding affinity (normalized) is 0. (5) The peptide sequence is ATPEAKFDSFVAAFT. The MHC is DRB1_1602 with pseudo-sequence DRB1_1602. The binding affinity (normalized) is 0.374. (6) The peptide sequence is GQEKYTDYLTVMDRY. The MHC is HLA-DQA10201-DQB10303 with pseudo-sequence HLA-DQA10201-DQB10303. The binding affinity (normalized) is 0.273. (7) The peptide sequence is KIKQKTKQIGNRPGP. The MHC is H-2-IAd with pseudo-sequence H-2-IAd. The binding affinity (normalized) is 0.0634. (8) The peptide sequence is MADDMERIFKRFDTN. The MHC is DRB5_0101 with pseudo-sequence DRB5_0101. The binding affinity (normalized) is 0.429. (9) The peptide sequence is NGVIKILTYPWDRIE. The MHC is HLA-DQA10501-DQB10303 with pseudo-sequence HLA-DQA10501-DQB10303. The binding affinity (normalized) is 0.361. (10) The peptide sequence is AAATAGTTVYGAFNA. The MHC is HLA-DQA10401-DQB10402 with pseudo-sequence HLA-DQA10401-DQB10402. The binding affinity (normalized) is 0.371.